This data is from Reaction yield outcomes from USPTO patents with 853,638 reactions. The task is: Predict the reaction yield, written as a fraction of the theoretical maximum amount of product (1.0 means a 100% yield; for example, 0.34 means a 34% yield). (1) The reactants are [CH3:1][N:2]([CH3:17])[C:3]1[CH:4]=[C:5]([C:9]([C:11]2[N:15]([CH3:16])[N:14]=[N:13][N:12]=2)=O)[CH:6]=[CH:7][CH:8]=1.Cl.[NH2:19][OH:20]. The catalyst is N1C=CC=CC=1. The product is [OH:20][N:19]=[C:9]([C:11]1[N:15]([CH3:16])[N:14]=[N:13][N:12]=1)[C:5]1[CH:4]=[C:3]([CH:8]=[CH:7][CH:6]=1)[N:2]([CH3:17])[CH3:1]. The yield is 0.996. (2) The reactants are Cl.[CH3:2][C:3]1[C:7]([CH2:8][N:9]2[CH:13]=[C:12]([NH2:14])[CH:11]=[N:10]2)=[C:6]([CH3:15])[O:5][N:4]=1.[CH3:16][O:17][C:18]1[CH:19]=[C:20]([CH:24]=[CH:25][CH:26]=1)[C:21](O)=[O:22].C(Cl)CCl.C(N(CC)CC)C. The catalyst is C(Cl)Cl. The product is [CH3:2][C:3]1[C:7]([CH2:8][N:9]2[CH:13]=[C:12]([NH:14][C:21](=[O:22])[C:20]3[CH:24]=[CH:25][CH:26]=[C:18]([O:17][CH3:16])[CH:19]=3)[CH:11]=[N:10]2)=[C:6]([CH3:15])[O:5][N:4]=1. The yield is 0.430. (3) The reactants are [CH3:1][N:2]1[C:7]([S:8][CH3:9])=[CH:6][CH:5]=[C:4]([C:10]([O:12]C)=[O:11])[C:3]1=[O:14].O.[OH-].[Li+]. The catalyst is C1COCC1.O. The product is [CH3:1][N:2]1[C:7]([S:8][CH3:9])=[CH:6][CH:5]=[C:4]([C:10]([OH:12])=[O:11])[C:3]1=[O:14]. The yield is 0.820. (4) The reactants are C[Si]([N-][Si](C)(C)C)(C)C.[Li+].[CH3:11][O:12][C:13]([CH:15]1[C:23]2[C:18](=[CH:19][C:20]([Br:24])=[CH:21][CH:22]=2)[CH2:17][CH2:16]1)=[O:14].I[CH3:26]. The catalyst is C1COCC1. The product is [CH3:11][O:12][C:13]([C:15]1([CH3:26])[C:23]2[C:18](=[CH:19][C:20]([Br:24])=[CH:21][CH:22]=2)[CH2:17][CH2:16]1)=[O:14]. The yield is 0.950.